Dataset: Catalyst prediction with 721,799 reactions and 888 catalyst types from USPTO. Task: Predict which catalyst facilitates the given reaction. (1) Reactant: [NH2:1][C:2]1[N:7]=[C:6]([NH:8][CH2:9][CH2:10][C:11]([O:13]C(C)(C)C)=[O:12])[CH:5]=[C:4]([Cl:18])[N:3]=1. Product: [NH2:1][C:2]1[N:7]=[C:6]([NH:8][CH2:9][CH2:10][C:11]([OH:13])=[O:12])[CH:5]=[C:4]([Cl:18])[N:3]=1. The catalyst class is: 67. (2) Reactant: [Si:1]([O:8][C:9]([CH3:22])([CH3:21])[CH2:10][C:11]([O:13]CC1C=CC=CC=1)=[O:12])([C:4]([CH3:7])([CH3:6])[CH3:5])([CH3:3])[CH3:2]. Product: [Si:1]([O:8][C:9]([CH3:22])([CH3:21])[CH2:10][C:11]([OH:13])=[O:12])([C:4]([CH3:7])([CH3:6])[CH3:5])([CH3:3])[CH3:2]. The catalyst class is: 586.